This data is from Forward reaction prediction with 1.9M reactions from USPTO patents (1976-2016). The task is: Predict the product of the given reaction. (1) Given the reactants [Cl:1][C:2]1[CH:3]=[C:4]([C:9]2[N:13]([C:14]3[CH:19]=[CH:18][N:17]=[CH:16][CH:15]=3)[N:12]=[C:11]([C:20]([OH:22])=O)[CH:10]=2)[CH:5]=[C:6]([F:8])[CH:7]=1.ClC1C=C(C2N(C3C=CC=CN=3)N=C(C([N:44]3[CH2:48][C:47](=[O:49])[NH:46][CH2:45]3)=O)C=2)C=C(F)C=1.Cl.N1C=CNC1=O, predict the reaction product. The product is: [Cl:1][C:2]1[CH:3]=[C:4]([C:9]2[N:13]([C:14]3[CH:19]=[CH:18][N:17]=[CH:16][CH:15]=3)[N:12]=[C:11]([C:20]([N:44]3[CH2:48][C:47](=[O:49])[NH:46][CH2:45]3)=[O:22])[CH:10]=2)[CH:5]=[C:6]([F:8])[CH:7]=1. (2) Given the reactants C([O:8][C:9]1[C:14]([N:15]2[CH2:20][CH2:19][N:18](C(OCC3C=CC=CC=3)=O)[CH2:17][CH2:16]2)=[CH:13][CH:12]=[CH:11][N:10]=1)C1C=CC=CC=1, predict the reaction product. The product is: [N:15]1([C:14]2[C:9](=[O:8])[NH:10][CH:11]=[CH:12][CH:13]=2)[CH2:16][CH2:17][NH:18][CH2:19][CH2:20]1. (3) Given the reactants [H-].[Na+].[OH:3][C@H:4]1[C@H:9]([C:10]2[CH:15]=[CH:14][C:13]([O:16][CH2:17][CH2:18][CH2:19][O:20][CH3:21])=[CH:12][CH:11]=2)[C@@H:8]([O:22][CH2:23][C:24]2[CH:25]=[CH:26][C:27]3[O:32][CH2:31][CH2:30][N:29]([CH2:33][CH2:34][CH2:35][O:36][CH3:37])[C:28]=3[CH:38]=2)[CH2:7][N:6]([C:39]([O:41][CH2:42][C:43]2[CH:48]=[CH:47][CH:46]=[CH:45][CH:44]=2)=[O:40])[CH2:5]1.[C:49]([Si:53]([O:56][C@@H:57]([CH3:61])[CH2:58][CH2:59]I)([CH3:55])[CH3:54])([CH3:52])([CH3:51])[CH3:50], predict the reaction product. The product is: [Si:53]([O:56][C@@H:57]([CH3:61])[CH2:58][CH2:59][O:3][C@H:4]1[C@H:9]([C:10]2[CH:15]=[CH:14][C:13]([O:16][CH2:17][CH2:18][CH2:19][O:20][CH3:21])=[CH:12][CH:11]=2)[C@@H:8]([O:22][CH2:23][C:24]2[CH:25]=[CH:26][C:27]3[O:32][CH2:31][CH2:30][N:29]([CH2:33][CH2:34][CH2:35][O:36][CH3:37])[C:28]=3[CH:38]=2)[CH2:7][N:6]([C:39]([O:41][CH2:42][C:43]2[CH:44]=[CH:45][CH:46]=[CH:47][CH:48]=2)=[O:40])[CH2:5]1)([C:49]([CH3:50])([CH3:51])[CH3:52])([CH3:54])[CH3:55]. (4) Given the reactants [Cl:1][C:2]1[CH:47]=[CH:46][C:5]([CH2:6][C@@H:7]([NH:32][CH:33]2[CH2:38][CH2:37][N:36](C(OC(C)(C)C)=O)[CH2:35][CH2:34]2)[C:8]([N:10]2[CH:15]3[CH2:16][CH2:17][CH:11]2[CH2:12][CH:13]([N:18]([CH:26]2[CH2:31][CH2:30][CH2:29][CH2:28][CH2:27]2)[C:19]([N:21]([CH2:24][CH3:25])[CH2:22][CH3:23])=[O:20])[CH2:14]3)=[O:9])=[CH:4][CH:3]=1, predict the reaction product. The product is: [ClH:1].[Cl:1][C:2]1[CH:47]=[CH:46][C:5]([CH2:6][C@H:7]([C:8]([N:10]2[CH:15]3[CH2:16][CH2:17][CH:11]2[CH2:12][CH:13]([N:18]([CH:26]2[CH2:27][CH2:28][CH2:29][CH2:30][CH2:31]2)[C:19]([N:21]([CH2:22][CH3:23])[CH2:24][CH3:25])=[O:20])[CH2:14]3)=[O:9])[NH:32][CH:33]2[CH2:38][CH2:37][NH:36][CH2:35][CH2:34]2)=[CH:4][CH:3]=1. (5) Given the reactants C(OC([N:8]1[CH2:11][CH:10]([N:12]2[C:16]3[N:17]=[CH:18][N:19]=[C:20]([NH2:21])[C:15]=3[C:14]([C:22]3[CH:27]=[CH:26][C:25]([NH:28][C:29]4[O:30][C:31]5[C:37]([CH3:38])=[CH:36][C:35]([CH3:39])=[CH:34][C:32]=5[N:33]=4)=[CH:24][CH:23]=3)=[CH:13]2)[CH2:9]1)=O)(C)(C)C.FC(F)(F)C(O)=O, predict the reaction product. The product is: [NH:8]1[CH2:9][CH:10]([N:12]2[C:16]3[N:17]=[CH:18][N:19]=[C:20]([NH2:21])[C:15]=3[C:14]([C:22]3[CH:23]=[CH:24][C:25]([NH:28][C:29]4[O:30][C:31]5[C:37]([CH3:38])=[CH:36][C:35]([CH3:39])=[CH:34][C:32]=5[N:33]=4)=[CH:26][CH:27]=3)=[CH:13]2)[CH2:11]1.